Dataset: Forward reaction prediction with 1.9M reactions from USPTO patents (1976-2016). Task: Predict the product of the given reaction. (1) Given the reactants [CH2:1]([O:3][C:4]([N:6]1[CH2:13][CH:12]2[CH:8]([CH:9]([CH3:18])[C:10]3[CH:16]=[C:15](Br)[S:14][C:11]=32)[CH2:7]1)=[O:5])[CH3:2].[CH3:19][Zn]C.C1(C)C=CC=CC=1, predict the reaction product. The product is: [CH2:1]([O:3][C:4]([N:6]1[CH2:13][CH:12]2[CH:8]([CH:9]([CH3:18])[C:10]3[CH:16]=[C:15]([CH3:19])[S:14][C:11]=32)[CH2:7]1)=[O:5])[CH3:2]. (2) Given the reactants C([O:9][CH2:10][C:11]1[CH:15]=[C:14]([C@H:16]2[C@H:21]([O:22][CH2:23][C:24]3[CH:29]=[CH:28][CH:27]=[CH:26][CH:25]=3)[C@@H:20]([O:30][CH2:31][C:32]3[CH:37]=[CH:36][CH:35]=[CH:34][CH:33]=3)[C@H:19]([O:38][CH2:39][C:40]3[CH:45]=[CH:44][CH:43]=[CH:42][CH:41]=3)[C@@H:18]([CH2:46][O:47][CH2:48][C:49]3[CH:54]=[CH:53][CH:52]=[CH:51][CH:50]=3)[O:17]2)[S:13][C:12]=1[Cl:55])(=O)C1C=CC=CC=1, predict the reaction product. The product is: [Cl:55][C:12]1[S:13][C:14]([C@H:16]2[C@H:21]([O:22][CH2:23][C:24]3[CH:25]=[CH:26][CH:27]=[CH:28][CH:29]=3)[C@@H:20]([O:30][CH2:31][C:32]3[CH:37]=[CH:36][CH:35]=[CH:34][CH:33]=3)[C@H:19]([O:38][CH2:39][C:40]3[CH:41]=[CH:42][CH:43]=[CH:44][CH:45]=3)[C@@H:18]([CH2:46][O:47][CH2:48][C:49]3[CH:50]=[CH:51][CH:52]=[CH:53][CH:54]=3)[O:17]2)=[CH:15][C:11]=1[CH2:10][OH:9]. (3) Given the reactants Cl[C:2]1[C:11]2=[N:12][N:13](CC3C=CC(OC)=CC=3)[CH:14]=[C:10]2[C:9]2[CH:8]=[C:7]([O:24][CH3:25])[CH:6]=[CH:5][C:4]=2[N:3]=1.[CH:26]1([N:31]2[CH2:36][CH2:35][N:34]([C:37]3[CH:43]=[CH:42][C:40]([NH2:41])=[CH:39][CH:38]=3)[CH2:33][CH2:32]2)[CH2:30][CH2:29][CH2:28][CH2:27]1.Cl, predict the reaction product. The product is: [CH:26]1([N:31]2[CH2:36][CH2:35][N:34]([C:37]3[CH:38]=[CH:39][C:40]([NH:41][C:2]4[C:11]5=[N:12][NH:13][CH:14]=[C:10]5[C:9]5[CH:8]=[C:7]([O:24][CH3:25])[CH:6]=[CH:5][C:4]=5[N:3]=4)=[CH:42][CH:43]=3)[CH2:33][CH2:32]2)[CH2:30][CH2:29][CH2:28][CH2:27]1. (4) Given the reactants [Br:1][C:2]1[CH:7]=[CH:6][C:5]([C@@H:8]([NH:10][CH2:11][CH2:12][C:13]([OH:21])([CH2:17][C:18]([CH3:20])=[CH2:19])[CH:14]([CH3:16])[CH3:15])[CH3:9])=[CH:4][CH:3]=1.C(N(CC)CC)C.Cl[C:30](Cl)([O:32]C(=O)OC(Cl)(Cl)Cl)Cl, predict the reaction product. The product is: [Br:1][C:2]1[CH:3]=[CH:4][C:5]([C@@H:8]([N:10]2[CH2:11][CH2:12][C:13]([CH:14]([CH3:15])[CH3:16])([CH2:17][C:18]([CH3:20])=[CH2:19])[O:21][C:30]2=[O:32])[CH3:9])=[CH:6][CH:7]=1. (5) Given the reactants [C:1]([O:5][CH:6]([C:12]1[C:16](B2OC(C)(C)C(C)(C)O2)=[C:15]([CH3:26])[S:14][C:13]=1[CH3:27])[C:7]([O:9][CH2:10][CH3:11])=[O:8])([CH3:4])([CH3:3])[CH3:2].FC(F)(F)S(O[C:34]1[CH:43]=[CH:42][C:41]2[CH2:40][CH2:39][CH2:38][CH2:37][C:36]=2[CH:35]=1)(=O)=O.C(=O)([O-])[O-].[Na+].[Na+], predict the reaction product. The product is: [C:1]([O:5][CH:6]([C:12]1[C:16]([C:34]2[CH:43]=[CH:42][C:41]3[CH2:40][CH2:39][CH2:38][CH2:37][C:36]=3[CH:35]=2)=[C:15]([CH3:26])[S:14][C:13]=1[CH3:27])[C:7]([O:9][CH2:10][CH3:11])=[O:8])([CH3:2])([CH3:3])[CH3:4]. (6) Given the reactants [C:1]1([C:7]2[C:11]3=[N:12][C:13](=[O:16])[C:14](=[O:15])[C:10]3=[N:9][C:8]=2[C:17]2[CH:22]=[CH:21][CH:20]=[CH:19][CH:18]=2)[CH:6]=[CH:5][CH:4]=[CH:3][CH:2]=1.[CH2:23](Br)[C:24]1[CH:29]=[CH:28][CH:27]=[CH:26][CH:25]=1.C([O-])([O-])=O.[K+].[K+], predict the reaction product. The product is: [CH2:23]([N:12]1[C:11]2[C:7]([C:1]3[CH:6]=[CH:5][CH:4]=[CH:3][CH:2]=3)=[C:8]([C:17]3[CH:18]=[CH:19][CH:20]=[CH:21][CH:22]=3)[N:9]([CH2:7][C:1]3[CH:6]=[CH:5][CH:4]=[CH:3][CH:2]=3)[C:10]=2[C:14](=[O:15])[C:13]1=[O:16])[C:24]1[CH:29]=[CH:28][CH:27]=[CH:26][CH:25]=1. (7) Given the reactants [CH3:1][C:2]([CH3:7])([CH3:6])[C:3](O)=O.[Br:8][C:9]1[CH:10]=[C:11]([NH:16][CH3:17])[C:12]([NH2:15])=[CH:13][CH:14]=1.O=P(Cl)(Cl)Cl, predict the reaction product. The product is: [Br:8][C:9]1[CH:14]=[CH:13][C:12]2[N:15]=[C:3]([C:2]([CH3:7])([CH3:6])[CH3:1])[N:16]([CH3:17])[C:11]=2[CH:10]=1. (8) Given the reactants Br[C:2]1[N:6]=[C:5]([S:7][CH3:8])[N:4]([C:9]2[C:14]([F:15])=[CH:13][C:12]([F:16])=[CH:11][C:10]=2[F:17])[C:3]=1[N:18]1[CH2:23][CH2:22][CH:21]([CH3:24])[CH2:20][CH2:19]1.[C:25](=O)([O-])[O-].[Cs+].[Cs+].CB1OB(C)OB(C)O1.C(Cl)Cl, predict the reaction product. The product is: [CH3:24][CH:21]1[CH2:22][CH2:23][N:18]([C:3]2[N:4]([C:9]3[C:14]([F:15])=[CH:13][C:12]([F:16])=[CH:11][C:10]=3[F:17])[C:5]([S:7][CH3:8])=[N:6][C:2]=2[CH3:25])[CH2:19][CH2:20]1.